This data is from Reaction yield outcomes from USPTO patents with 853,638 reactions. The task is: Predict the reaction yield, written as a fraction of the theoretical maximum amount of product (1.0 means a 100% yield; for example, 0.34 means a 34% yield). (1) The reactants are [Cl:1][C:2]1[C:3]([Cl:11])=[N:4][CH:5]=[C:6]([CH:10]=1)[C:7](O)=[O:8].C(=O)([O-])[O-].[K+].[K+]. The catalyst is O1CCCC1. The product is [Cl:1][C:2]1[CH:10]=[C:6]([CH2:7][OH:8])[CH:5]=[N:4][C:3]=1[Cl:11]. The yield is 0.610. (2) The reactants are [N:1]1[CH:6]=[CH:5][C:4]([C:7]2[C:16]3[C:11](=[CH:12][CH:13]=[C:14]([C:17]4[CH:18]=[C:19]([NH2:23])[CH:20]=[N:21][CH:22]=4)[CH:15]=3)[N:10]=[CH:9][CH:8]=2)=[CH:3][CH:2]=1.[F:24][C:25]1[CH:30]=[C:29]([F:31])[CH:28]=[CH:27][C:26]=1[S:32](Cl)(=[O:34])=[O:33]. The catalyst is N1C=CC=CC=1. The product is [F:24][C:25]1[CH:30]=[C:29]([F:31])[CH:28]=[CH:27][C:26]=1[S:32]([NH:23][C:19]1[CH:20]=[N:21][CH:22]=[C:17]([C:14]2[CH:15]=[C:16]3[C:11](=[CH:12][CH:13]=2)[N:10]=[CH:9][CH:8]=[C:7]3[C:4]2[CH:3]=[CH:2][N:1]=[CH:6][CH:5]=2)[CH:18]=1)(=[O:34])=[O:33]. The yield is 0.480. (3) The reactants are [F:1][C:2]1[CH:3]=[C:4]([C:29]2[C:30]([C:35]#[N:36])=[CH:31][CH:32]=[CH:33][CH:34]=2)[CH:5]=[CH:6][C:7]=1[CH2:8][C:9]1[C:10](=[O:28])[N:11]([C@H:21]2[CH2:26][CH2:25][C@H:24]([OH:27])[CH2:23][CH2:22]2)[C:12]2[N:13]([N:18]=[CH:19][N:20]=2)[C:14]=1[CH2:15][CH2:16][CH3:17].Br[CH:38]([CH3:46])[C:39]([O:41][C:42]([CH3:45])([CH3:44])[CH3:43])=[O:40].C1(C)C=CC=CC=1.[OH-].[Na+]. The catalyst is S([O-])(O)(=O)=O.C([N+](CCCC)(CCCC)CCCC)CCC.O. The product is [C:35]([C:30]1[CH:31]=[CH:32][CH:33]=[CH:34][C:29]=1[C:4]1[CH:5]=[CH:6][C:7]([CH2:8][C:9]2[C:10](=[O:28])[N:11]([C@H:21]3[CH2:26][CH2:25][C@H:24]([O:27][CH:38]([CH3:46])[C:39]([O:41][C:42]([CH3:45])([CH3:44])[CH3:43])=[O:40])[CH2:23][CH2:22]3)[C:12]3[N:13]([N:18]=[CH:19][N:20]=3)[C:14]=2[CH2:15][CH2:16][CH3:17])=[C:2]([F:1])[CH:3]=1)#[N:36]. The yield is 0.960.